From a dataset of Forward reaction prediction with 1.9M reactions from USPTO patents (1976-2016). Predict the product of the given reaction. Given the reactants [Cl:1][C:2]1[CH:3]=[C:4]([NH:8][C:9]2[N:14]=[C:13]([C:15]3[CH:20]=[CH:19][N:18]=[C:17]([NH:21][NH2:22])[CH:16]=3)[CH:12]=[CH:11][N:10]=2)[CH:5]=[CH:6][CH:7]=1.[C:23](O)(=[O:30])/[C:24](=[C:26](\[CH:28]=O)/[Cl:27])/[Cl:25], predict the reaction product. The product is: [Cl:25][C:24]1[C:23](=[O:30])[N:21]([C:17]2[CH:16]=[C:15]([C:13]3[CH:12]=[CH:11][N:10]=[C:9]([NH:8][C:4]4[CH:5]=[CH:6][CH:7]=[C:2]([Cl:1])[CH:3]=4)[N:14]=3)[CH:20]=[CH:19][N:18]=2)[N:22]=[CH:28][C:26]=1[Cl:27].